Dataset: Full USPTO retrosynthesis dataset with 1.9M reactions from patents (1976-2016). Task: Predict the reactants needed to synthesize the given product. (1) Given the product [Br:24][C:8]1[N:9]([CH:21]([CH3:22])[CH3:23])[C:10]2[CH:11]([C:13]3[CH:18]=[CH:17][C:16]([Cl:19])=[CH:15][C:14]=3[CH3:20])[N:25]([C:26]3[CH:31]=[C:30]([Cl:32])[CH:29]=[CH:28][N:27]=3)[C:4](=[O:5])[C:6]=2[N:7]=1, predict the reactants needed to synthesize it. The reactants are: C(O[C:4]([C:6]1[N:7]=[C:8]([Br:24])[N:9]([CH:21]([CH3:23])[CH3:22])[C:10]=1[CH:11]([C:13]1[CH:18]=[CH:17][C:16]([Cl:19])=[CH:15][C:14]=1[CH3:20])O)=[O:5])C.[NH2:25][C:26]1[CH:31]=[C:30]([Cl:32])[CH:29]=[CH:28][N:27]=1. (2) Given the product [C:1]([C:4]1[C:9]([C:10]2[CH:15]=[CH:14][CH:13]=[CH:12][CH:11]=2)=[N:8][N:7]([CH2:16][CH3:17])[C:6](=[O:18])[C:5]=1[NH:19][C:33]1[CH:34]=[CH:35][C:30]([CH2:29][NH2:28])=[CH:31][CH:32]=1)(=[O:3])[CH3:2], predict the reactants needed to synthesize it. The reactants are: [C:1]([C:4]1[C:9]([C:10]2[CH:15]=[CH:14][CH:13]=[CH:12][CH:11]=2)=[N:8][N:7]([CH2:16][CH3:17])[C:6](=[O:18])[C:5]=1[N+:19]([O-])=O)(=[O:3])[CH3:2].C(OC(=O)[NH:28][CH2:29][C:30]1[CH:35]=[CH:34][C:33](N)=[CH:32][CH:31]=1)(C)(C)C.FC(F)(F)C(O)=O.ClCCl. (3) Given the product [Cl:3][C:4]1[N:9]=[C:8]([NH:24][C:17]2[CH:18]=[CH:20][CH:21]=[C:15]([N+:12]([O-:14])=[O:13])[CH:16]=2)[C:7]([F:11])=[CH:6][N:5]=1, predict the reactants needed to synthesize it. The reactants are: N#N.[Cl:3][C:4]1[N:9]=[C:8](Cl)[C:7]([F:11])=[CH:6][N:5]=1.[N+:12]([C:15]1[CH:21]=[CH:20][C:18](N)=[CH:17][CH:16]=1)([O-:14])=[O:13].CC[N:24](C(C)C)C(C)C. (4) Given the product [CH2:1]([N:3]([CH2:7][CH3:8])[CH2:4][CH2:5][NH:6][C:10]1=[N:11][C:12](=[O:15])[S:13]/[C:14]/1=[CH:16]\[C:18]1[CH:32]=[CH:31][C:21]([O:22][C:23]2[CH:30]=[CH:29][C:26]([C:27]#[N:28])=[CH:25][CH:24]=2)=[C:20]([O:33][CH3:34])[CH:19]=1)[CH3:2], predict the reactants needed to synthesize it. The reactants are: [CH2:1]([N:3]([CH2:7][CH3:8])[CH2:4][CH2:5][NH2:6])[CH3:2].S=[C:10]1[CH2:14][S:13][C:12](=[O:15])[NH:11]1.[CH:16]([C:18]1[CH:32]=[CH:31][C:21]([O:22][C:23]2[CH:30]=[CH:29][C:26]([C:27]#[N:28])=[CH:25][CH:24]=2)=[C:20]([O:33][CH3:34])[CH:19]=1)=O.[Cl-].[NH4+]. (5) Given the product [Cl:20][C:21]1[CH:22]=[C:23]([S:28]([NH:19][C:4]2[CH:5]=[N:6][C:7]([O:8][C:9]3[CH:10]=[N:11][C:12]4[C:17]([CH:18]=3)=[CH:16][CH:15]=[CH:14][CH:13]=4)=[C:2]([Cl:1])[CH:3]=2)(=[O:29])=[O:30])[CH:24]=[CH:25][C:26]=1[Cl:27], predict the reactants needed to synthesize it. The reactants are: [Cl:1][C:2]1[CH:3]=[C:4]([NH2:19])[CH:5]=[N:6][C:7]=1[O:8][C:9]1[CH:10]=[N:11][C:12]2[C:17]([CH:18]=1)=[CH:16][CH:15]=[CH:14][CH:13]=2.[Cl:20][C:21]1[CH:22]=[C:23]([S:28](Cl)(=[O:30])=[O:29])[CH:24]=[CH:25][C:26]=1[Cl:27]. (6) The reactants are: Cl.[F:2][C:3]1([F:9])[CH2:8][CH2:7][NH:6][CH2:5][CH2:4]1.C(N(CC)CC)C.[N:17]1[CH:22]=[CH:21][CH:20]=[C:19]([CH2:23][NH:24][C:25](=[O:37])[NH:26][C:27]2[CH:32]=[CH:31][C:30]([S:33](Cl)(=[O:35])=[O:34])=[CH:29][CH:28]=2)[CH:18]=1. Given the product [F:2][C:3]1([F:9])[CH2:8][CH2:7][N:6]([S:33]([C:30]2[CH:31]=[CH:32][C:27]([NH:26][C:25]([NH:24][CH2:23][C:19]3[CH:18]=[N:17][CH:22]=[CH:21][CH:20]=3)=[O:37])=[CH:28][CH:29]=2)(=[O:34])=[O:35])[CH2:5][CH2:4]1, predict the reactants needed to synthesize it. (7) Given the product [NH2:29][C:30]([CH3:44])([CH3:43])[CH2:31][CH2:32][CH2:33][C:2]1[CH:12]=[CH:11][CH:10]=[CH:9][C:3]=1[C:4]([O:6][CH2:7][CH3:8])=[O:5], predict the reactants needed to synthesize it. The reactants are: Br[C:2]1[CH:12]=[CH:11][CH:10]=[CH:9][C:3]=1[C:4]([O:6][CH2:7][CH3:8])=[O:5].C(=O)([O-])[O-].[Cs+].[Cs+].C(OC([NH:29][C:30]([CH3:44])([CH3:43])[CH2:31][CH2:32][CH2:33]B1C2CCCC1CCC2)=O)C1C=CC=CC=1.C1COCC1.[OH-].[Na+]. (8) Given the product [C:1]([O:5][C:6]([N:8]1[CH2:13][CH2:12][N:11]([C:14]2[CH:19]=[CH:18][C:17]([NH2:20])=[CH:16][N:15]=2)[CH2:10][CH2:9]1)=[O:7])([CH3:4])([CH3:2])[CH3:3], predict the reactants needed to synthesize it. The reactants are: [C:1]([O:5][C:6]([N:8]1[CH2:13][CH2:12][N:11]([C:14]2[CH:19]=[CH:18][C:17]([N+:20]([O-])=O)=[CH:16][N:15]=2)[CH2:10][CH2:9]1)=[O:7])([CH3:4])([CH3:3])[CH3:2].CO.[H][H]. (9) Given the product [CH2:16]([C:18]1[N:23]=[C:22]2[N:24]([CH:28]([CH2:31][CH3:32])[CH2:29][CH3:30])[N:25]=[C:26]([CH3:27])[C:21]2=[N:20][C:19]=1[OH:33])[CH3:17], predict the reactants needed to synthesize it. The reactants are: FC(F)(F)S(OS(C(F)(F)F)(=O)=O)(=O)=O.[CH2:16]([C:18]1[N:23]=[C:22]2[N:24]([CH:28]([CH2:31][CH3:32])[CH2:29][CH3:30])[N:25]=[C:26]([CH3:27])[C:21]2=[N:20][C:19]=1[O:33]S(C(F)(F)F)(=O)=O)[CH3:17]. (10) Given the product [NH2:25][CH:22]1[CH2:23][CH2:24][N:19]([C:12]2[CH:13]=[C:14]([C:15]([F:16])([F:18])[F:17])[C:8]3[C:4]4[N:5]=[CH:6][N:7]=[C:2]([NH2:1])[C:3]=4[S:10][C:9]=3[N:11]=2)[CH2:20][CH2:21]1, predict the reactants needed to synthesize it. The reactants are: [NH2:1][C:2]1[C:3]2[S:10][C:9]3[N:11]=[C:12]([N:19]4[CH2:24][CH2:23][CH:22]([NH:25]C=O)[CH2:21][CH2:20]4)[CH:13]=[C:14]([C:15]([F:18])([F:17])[F:16])[C:8]=3[C:4]=2[N:5]=[CH:6][N:7]=1.